This data is from Forward reaction prediction with 1.9M reactions from USPTO patents (1976-2016). The task is: Predict the product of the given reaction. The product is: [CH:1]12[CH2:29][CH:4]([CH:5]([CH2:7][NH:8][C:9]([C:11]3[C:12]([S:17][CH2:18][CH2:19][CH:20]([C:22]4[CH:23]=[CH:24][C:25]([F:28])=[CH:26][CH:27]=4)[OH:21])=[N:13][CH:14]=[CH:15][CH:16]=3)=[O:10])[CH2:6]1)[CH2:3][CH2:2]2. Given the reactants [CH:1]12[CH2:29][CH:4]([CH:5]([CH2:7][NH:8][C:9]([C:11]3[C:12]([S:17][CH2:18][CH2:19][C:20]([C:22]4[CH:27]=[CH:26][C:25]([F:28])=[CH:24][CH:23]=4)=[O:21])=[N:13][CH:14]=[CH:15][CH:16]=3)=[O:10])[CH2:6]1)[CH2:3][CH2:2]2.[BH4-].[Na+].C(Cl)Cl.CCCCCC.CC(=O)OCC, predict the reaction product.